From a dataset of Reaction yield outcomes from USPTO patents with 853,638 reactions. Predict the reaction yield, written as a fraction of the theoretical maximum amount of product (1.0 means a 100% yield; for example, 0.34 means a 34% yield). (1) The catalyst is CO.C(Cl)(Cl)Cl. The reactants are C(OC(=O)[NH:7][C:8]1[N:13]=[CH:12][C:11]([C:14]2[N:15]=[C:16]([N:36]3[CH2:41][CH2:40][O:39][CH2:38][CH2:37]3)[C:17]3[N:23]=[CH:22][C:21]([C:24]4[CH:29]=[CH:28][C:27]([C:30](=[O:35])[NH:31][CH:32]5[CH2:34][CH2:33]5)=[CH:26][CH:25]=4)=[CH:20][C:18]=3[N:19]=2)=[CH:10][N:9]=1)(C)(C)C.C(Cl)Cl.C(O)(C(F)(F)F)=O. The product is [NH2:7][C:8]1[N:13]=[CH:12][C:11]([C:14]2[N:15]=[C:16]([N:36]3[CH2:37][CH2:38][O:39][CH2:40][CH2:41]3)[C:17]3[N:23]=[CH:22][C:21]([C:24]4[CH:25]=[CH:26][C:27]([C:30]([NH:31][CH:32]5[CH2:33][CH2:34]5)=[O:35])=[CH:28][CH:29]=4)=[CH:20][C:18]=3[N:19]=2)=[CH:10][N:9]=1. The yield is 0.120. (2) The reactants are C([O:8][C:9]1[CH:14]=[CH:13][C:12]([C:15]2[CH:20]=[C:19]([O:21][CH:22]3[CH2:27][CH2:26][N:25]([CH3:28])[CH2:24][CH2:23]3)[N:18]=[N:17][C:16]=2[CH2:29][CH2:30][CH2:31][CH3:32])=[CH:11][CH:10]=1)C1C=CC=CC=1. The catalyst is CO.C(OCC)(=O)C.[Pd]. The product is [CH2:29]([C:16]1[N:17]=[N:18][C:19]([O:21][CH:22]2[CH2:23][CH2:24][N:25]([CH3:28])[CH2:26][CH2:27]2)=[CH:20][C:15]=1[C:12]1[CH:11]=[CH:10][C:9]([OH:8])=[CH:14][CH:13]=1)[CH2:30][CH2:31][CH3:32]. The yield is 0.850. (3) The reactants are [NH2:1][CH:2]([CH2:6][C:7]([F:10])([F:9])[F:8])[C:3]([OH:5])=[O:4].[C:11](O[C:11]([O:13][C:14]([CH3:17])([CH3:16])[CH3:15])=[O:12])([O:13][C:14]([CH3:17])([CH3:16])[CH3:15])=[O:12].C(N(CC)CC)C. The product is [C:14]([O:13][C:11]([NH:1][CH:2]([CH2:6][C:7]([F:10])([F:9])[F:8])[C:3]([OH:5])=[O:4])=[O:12])([CH3:17])([CH3:16])[CH3:15]. The catalyst is ClCCl. The yield is 0.740. (4) The catalyst is CC(C)=O. The yield is 0.920. The reactants are [N+:1]([C:4]1[CH:9]=[CH:8][C:7]([OH:10])=[CH:6][CH:5]=1)([O-:3])=[O:2].Cl[CH2:12][C:13]1[O:17][N:16]=[C:15]([C:18]2[CH:23]=[CH:22][CH:21]=[CH:20][CH:19]=2)[N:14]=1.C([O-])([O-])=O.[K+].[K+]. The product is [N+:1]([C:4]1[CH:9]=[CH:8][C:7]([O:10][CH2:12][C:13]2[O:17][N:16]=[C:15]([C:18]3[CH:19]=[CH:20][CH:21]=[CH:22][CH:23]=3)[N:14]=2)=[CH:6][CH:5]=1)([O-:3])=[O:2]. (5) The reactants are [C:1]([C:5]1[CH:6]=[C:7]([N+:17]([O-:19])=[O:18])[C:8]([O:15][CH3:16])=[C:9]([CH:14]=1)[C:10]([NH:12][NH2:13])=[O:11])([CH3:4])([CH3:3])[CH3:2].[CH:20](OCC)(OCC)OCC. No catalyst specified. The product is [C:1]([C:5]1[CH:6]=[C:7]([N+:17]([O-:19])=[O:18])[C:8]([O:15][CH3:16])=[C:9]([C:10]2[O:11][CH:20]=[N:13][N:12]=2)[CH:14]=1)([CH3:4])([CH3:2])[CH3:3]. The yield is 0.900. (6) The reactants are C([O:3][C:4]([C@@H:6]1[O:11][C:10]2[CH:12]=[CH:13][C:14]([CH2:16][C@H:17]([NH:19][CH2:20][C@H:21]([OH:39])[CH2:22][O:23][C:24]3[CH:29]=[CH:28][C:27]([O:30]COC)=[C:26]([NH:34][S:35]([CH3:38])(=[O:37])=[O:36])[CH:25]=3)[CH3:18])=[CH:15][C:9]=2[O:8][CH2:7]1)=[O:5])C.Cl. No catalyst specified. The product is [OH:39][C@H:21]([CH2:22][O:23][C:24]1[CH:29]=[CH:28][C:27]([OH:30])=[C:26]([NH:34][S:35]([CH3:38])(=[O:36])=[O:37])[CH:25]=1)[CH2:20][NH:19][C@H:17]([CH3:18])[CH2:16][C:14]1[CH:13]=[CH:12][C:10]2[O:11][C@@H:6]([C:4]([OH:5])=[O:3])[CH2:7][O:8][C:9]=2[CH:15]=1. The yield is 0.620. (7) The reactants are [Br:1][C:2]1[C:3]([OH:10])=[C:4]([CH:7]=[CH:8][CH:9]=1)[CH:5]=O.Br[CH2:12][C:13]([C:15]1[CH:20]=[CH:19][C:18]([F:21])=[C:17]([F:22])[CH:16]=1)=[O:14]. No catalyst specified. The product is [Br:1][C:2]1[C:3]2[O:10][C:12]([C:13]([C:15]3[CH:20]=[CH:19][C:18]([F:21])=[C:17]([F:22])[CH:16]=3)=[O:14])=[CH:5][C:4]=2[CH:7]=[CH:8][CH:9]=1. The yield is 0.300.